Dataset: Catalyst prediction with 721,799 reactions and 888 catalyst types from USPTO. Task: Predict which catalyst facilitates the given reaction. (1) Reactant: [CH3:1][O:2][CH2:3][CH2:4][N:5]1[CH:9]=[CH:8][C:7]([NH2:10])=[N:6]1.N1C(C)=CC=CC=1C.[CH:19]1([CH2:24][C@H:25]([C:29]2[CH:34]=[CH:33][C:32]([S:35]([CH3:38])(=[O:37])=[O:36])=[C:31]([CH3:39])[CH:30]=2)[C:26](Cl)=[O:27])[CH2:23][CH2:22][CH2:21][CH2:20]1. Product: [CH:19]1([CH2:24][C@H:25]([C:29]2[CH:34]=[CH:33][C:32]([S:35]([CH3:38])(=[O:37])=[O:36])=[C:31]([CH3:39])[CH:30]=2)[C:26]([NH:10][C:7]2[CH:8]=[CH:9][N:5]([CH2:4][CH2:3][O:2][CH3:1])[N:6]=2)=[O:27])[CH2:23][CH2:22][CH2:21][CH2:20]1. The catalyst class is: 2. (2) Reactant: [CH3:1][C:2]1[C:6]([CH3:7])=[C:5]([N:8]([CH2:20][O:21][CH3:22])[S:9]([C:12]2[CH:16]=[CH:15][S:14][C:13]=2[C:17](Cl)=[O:18])(=[O:11])=[O:10])[O:4][N:3]=1.[C:23]([O:26][CH2:27][C:28]1[C:29]([CH3:37])=[C:30]([C:32]([CH3:36])=[CH:33][C:34]=1[CH3:35])[NH2:31])(=[O:25])[CH3:24].C(N(CC)CC)C.O. Product: [C:23]([O:26][CH2:27][C:28]1[C:29]([CH3:37])=[C:30]([NH:31][C:17]([C:13]2[S:14][CH:15]=[CH:16][C:12]=2[S:9]([N:8]([C:5]2[O:4][N:3]=[C:2]([CH3:1])[C:6]=2[CH3:7])[CH2:20][O:21][CH3:22])(=[O:11])=[O:10])=[O:18])[C:32]([CH3:36])=[CH:33][C:34]=1[CH3:35])(=[O:25])[CH3:24]. The catalyst class is: 112. (3) Reactant: [CH3:1][S:2]([O:5][C:6]1[CH:11]=[C:10]([C:12]2([C:20]3[CH:25]=[CH:24][C:23]([F:26])=[C:22]([Br:27])[CH:21]=3)[C:16](=[O:17])[N:15]([CH3:18])[C:14](=S)[NH:13]2)[CH:9]=[CH:8][C:7]=1[CH2:28][CH3:29])(=[O:4])=[O:3].[OH-].[NH4+:31].C(OO)(C)(C)C. Product: [CH3:1][S:2]([O:5][C:6]1[CH:11]=[C:10]([C:12]2([C:20]3[CH:25]=[CH:24][C:23]([F:26])=[C:22]([Br:27])[CH:21]=3)[C:16](=[O:17])[N:15]([CH3:18])[C:14]([NH2:31])=[N:13]2)[CH:9]=[CH:8][C:7]=1[CH2:28][CH3:29])(=[O:4])=[O:3]. The catalyst class is: 24. (4) Reactant: Cl.[CH2:2]([O:4][C:5](=[O:8])[CH2:6][NH2:7])[CH3:3].C([O-])(=O)C.[Na+].CO[CH:16]1[CH2:20][CH2:19][CH:18](OC)O1.C([O-])(O)=O.[Na+]. Product: [N:7]1([CH2:6][C:5]([O:4][CH2:2][CH3:3])=[O:8])[CH:16]=[CH:20][CH:19]=[CH:18]1. The catalyst class is: 211.